From a dataset of Forward reaction prediction with 1.9M reactions from USPTO patents (1976-2016). Predict the product of the given reaction. (1) Given the reactants [Cl:1][C:2]1[CH:3]=[C:4]([CH2:9][OH:10])[CH:5]=[N:6][C:7]=1[Cl:8].C[N+]1([O-])CCOCC1, predict the reaction product. The product is: [Cl:1][C:2]1[CH:3]=[C:4]([CH:9]=[O:10])[CH:5]=[N:6][C:7]=1[Cl:8]. (2) Given the reactants [O:1]1[CH:5]=[CH:4][C:3]([CH:6]([C:8]2[NH:16][C:11]3=[CH:12][N:13]=[CH:14][CH:15]=[C:10]3[CH:9]=2)[OH:7])=[CH:2]1, predict the reaction product. The product is: [O:1]1[CH:5]=[CH:4][C:3]([C:6]([C:8]2[NH:16][C:11]3=[CH:12][N:13]=[CH:14][CH:15]=[C:10]3[CH:9]=2)=[O:7])=[CH:2]1. (3) Given the reactants Cl[C:2]1[C:3]([Cl:22])=[CH:4][C:5]2[N:10]3[CH:11]=[N:12][N:13]=[C:9]3[C:8]([N:14]3[CH2:19][CH2:18][N:17]([CH3:20])[CH2:16][CH2:15]3)=[N:7][C:6]=2[N:21]=1.[CH3:23][CH2:24][O-:25].[Na+], predict the reaction product. The product is: [Cl:22][C:3]1[C:2]([O:25][CH2:24][CH3:23])=[N:21][C:6]2[N:7]=[C:8]([N:14]3[CH2:19][CH2:18][N:17]([CH3:20])[CH2:16][CH2:15]3)[C:9]3[N:10]([CH:11]=[N:12][N:13]=3)[C:5]=2[CH:4]=1. (4) Given the reactants CN1CCOCC1.[Na+].[CH:9]1[C:18]2[C:13](=[CH:14][CH:15]=[C:16]([O:19][CH:20]([CH2:24][CH2:25][CH3:26])[C:21]([O-:23])=O)[CH:17]=2)[CH:12]=[CH:11][N:10]=1.[NH2:27][C:28]1[CH:33]=[CH:32][C:31]([N:34]2[CH2:39][CH2:38][CH2:37][CH2:36][C:35]2=[O:40])=[CH:30][CH:29]=1.Cl.CN(C)CCCN=C=NCC.ON1C2C=CC=CC=2N=N1, predict the reaction product. The product is: [O:40]=[C:35]1[CH2:36][CH2:37][CH2:38][CH2:39][N:34]1[C:31]1[CH:30]=[CH:29][C:28]([NH:27][C:21](=[O:23])[CH:20]([O:19][C:16]2[CH:17]=[C:18]3[C:13]([CH:12]=[CH:11][N:10]=[CH:9]3)=[CH:14][CH:15]=2)[CH2:24][CH2:25][CH3:26])=[CH:33][CH:32]=1. (5) The product is: [I:1][C:2]1[N:11]=[CH:10][C:9]2[CH2:8][CH2:7][C:6]3[C:12]([C:16]([O-:18])=[O:17])=[N:13][N:14]([CH3:15])[C:5]=3[C:4]=2[N:3]=1.[K+:22]. Given the reactants [I:1][C:2]1[N:11]=[CH:10][C:9]2[CH2:8][CH2:7][C:6]3[C:12]([C:16]([O:18]CC)=[O:17])=[N:13][N:14]([CH3:15])[C:5]=3[C:4]=2[N:3]=1.[OH-].[K+:22], predict the reaction product. (6) The product is: [NH2:40][C:37]1[N:38]=[CH:39][C:34]([C:2]2[C:3]3[CH2:12][CH2:11][N:10]([C@@:13]4([CH3:25])[CH2:17][CH2:16][N:15]([C:18]([O:20][C:21]([CH3:24])([CH3:23])[CH3:22])=[O:19])[CH2:14]4)[C:4]=3[N:5]=[C:6]([S:8][CH3:9])[N:7]=2)=[CH:35][N:36]=1. Given the reactants Cl[C:2]1[C:3]2[CH2:12][CH2:11][N:10]([C@@:13]3([CH3:25])[CH2:17][CH2:16][N:15]([C:18]([O:20][C:21]([CH3:24])([CH3:23])[CH3:22])=[O:19])[CH2:14]3)[C:4]=2[N:5]=[C:6]([S:8][CH3:9])[N:7]=1.CC1(C)C(C)(C)OB([C:34]2[CH:35]=[N:36][C:37]([NH2:40])=[N:38][CH:39]=2)O1.C([O-])([O-])=O.[Na+].[Na+], predict the reaction product. (7) Given the reactants [C:1]([C:3]1[CH:8]=[CH:7][C:6]([OH:9])=[CH:5][CH:4]=1)#[N:2].Cl.Cl[CH2:12][CH2:13][N:14]1[CH2:19][CH2:18][O:17][CH2:16][CH2:15]1.C(=O)([O-])[O-].[K+].[K+].[I-].[K+], predict the reaction product. The product is: [O:17]1[CH2:18][CH2:19][N:14]([CH2:13][CH2:12][O:9][C:6]2[CH:7]=[CH:8][C:3]([C:1]#[N:2])=[CH:4][CH:5]=2)[CH2:15][CH2:16]1. (8) Given the reactants [NH2:1][C:2]1[C:10]([OH:11])=[CH:9][CH:8]=[CH:7][C:3]=1[C:4]([OH:6])=[O:5].C1N=CN([C:17](N2C=NC=C2)=[O:18])C=1, predict the reaction product. The product is: [O:18]=[C:17]1[NH:1][C:2]2=[C:3]([C:4]([OH:6])=[O:5])[CH:7]=[CH:8][CH:9]=[C:10]2[O:11]1.